This data is from Full USPTO retrosynthesis dataset with 1.9M reactions from patents (1976-2016). The task is: Predict the reactants needed to synthesize the given product. (1) Given the product [CH2:1]([C:3]1[C:8]([CH:9]([CH2:14][CH2:15][CH3:16])[C:10]([OH:12])=[O:11])=[C:7]([C:17]2[CH:18]=[CH:19][C:20]([CH3:23])=[CH:21][CH:22]=2)[N:6]=[C:5]([N:24]2[CH2:25][CH2:26][CH2:27][CH2:28][CH2:29]2)[N:4]=1)[CH3:2], predict the reactants needed to synthesize it. The reactants are: [CH2:1]([C:3]1[C:8]([CH:9]([CH2:14][CH2:15][CH3:16])[C:10]([O:12]C)=[O:11])=[C:7]([C:17]2[CH:22]=[CH:21][C:20]([CH3:23])=[CH:19][CH:18]=2)[N:6]=[C:5]([N:24]2[CH2:29][CH2:28][CH2:27][CH2:26][CH2:25]2)[N:4]=1)[CH3:2].[OH-].[Na+]. (2) Given the product [Cl:51][C:48]1[CH:49]=[CH:50][C:45]([NH:44][C:42](=[O:43])[C@@H:41]([O:52][C:53]2[N:58]=[CH:57][N:56]=[C:55]3[N:59]([C:62]4[CH:67]=[C:66]([CH3:68])[CH:65]=[CH:64][C:63]=4[CH3:69])[N:60]=[CH:61][C:54]=23)[CH2:40][O:39][CH2:38][CH2:37][OH:36])=[N:46][CH:47]=1, predict the reactants needed to synthesize it. The reactants are: [F-].C([N+](CCCC)(CCCC)CCCC)CCC.[Si]([O:36][CH2:37][CH2:38][O:39][CH2:40][C@H:41]([O:52][C:53]1[N:58]=[CH:57][N:56]=[C:55]2[N:59]([C:62]3[CH:67]=[C:66]([CH3:68])[CH:65]=[CH:64][C:63]=3[CH3:69])[N:60]=[CH:61][C:54]=12)[C:42]([NH:44][C:45]1[CH:50]=[CH:49][C:48]([Cl:51])=[CH:47][N:46]=1)=[O:43])(C(C)(C)C)(C1C=CC=CC=1)C1C=CC=CC=1. (3) Given the product [CH:1]1([N:5]2[C:9]3=[N:10][CH:11]=[C:12]([O:14][CH3:17])[CH:13]=[C:8]3[C:7]([C:15]#[N:16])=[CH:6]2)[CH2:2][CH2:3][CH2:4]1, predict the reactants needed to synthesize it. The reactants are: [CH:1]1([N:5]2[C:9]3=[N:10][CH:11]=[C:12]([OH:14])[CH:13]=[C:8]3[C:7]([C:15]#[N:16])=[CH:6]2)[CH2:4][CH2:3][CH2:2]1.[C:17](=O)([O-])[O-].[K+].[K+].CI.C(#N)C. (4) The reactants are: Br[C:2]1[CH:3]=[CH:4][C:5]2[NH:11][C:10]3[CH:12]=[CH:13][CH:14]=[CH:15][C:9]=3[C:8](=O)[NH:7][C:6]=2[CH:17]=1.[C:18]1(B(O)O)[CH:23]=[CH:22][CH:21]=[CH:20][CH:19]=1.C([O-])([O-])=O.[K+].[K+].[NH:33]1[CH2:38][CH2:37][NH:36][CH2:35][CH2:34]1. Given the product [C:18]1([C:2]2[CH:3]=[CH:4][C:5]3[NH:11][C:10]4[CH:12]=[CH:13][CH:14]=[CH:15][C:9]=4[C:8]([N:33]4[CH2:38][CH2:37][NH:36][CH2:35][CH2:34]4)=[N:7][C:6]=3[CH:17]=2)[CH:23]=[CH:22][CH:21]=[CH:20][CH:19]=1, predict the reactants needed to synthesize it. (5) Given the product [F:1][C:2]([F:12])([F:11])[C:3]([C:4]1[CH:5]=[C:6]([NH2:7])[O:13][N:16]=1)([CH3:10])[CH3:9], predict the reactants needed to synthesize it. The reactants are: [F:1][C:2]([F:12])([F:11])[C:3]([CH3:10])([CH3:9])[C:4](=O)[CH2:5][C:6]#[N:7].[OH-:13].[Na+].Cl.[NH2:16]O.C(Cl)(Cl)Cl.